This data is from Forward reaction prediction with 1.9M reactions from USPTO patents (1976-2016). The task is: Predict the product of the given reaction. (1) The product is: [Cl:1][C:2]1[CH:7]=[CH:6][C:5]2[N:8]([CH2:9][CH:10]3[CH2:11][O:12][CH2:13]3)[C:17]([CH2:16][Cl:15])=[N:14][C:4]=2[CH:3]=1. Given the reactants [Cl:1][C:2]1[CH:3]=[C:4]([NH2:14])[C:5]([NH:8][CH2:9][CH:10]2[CH2:13][O:12][CH2:11]2)=[CH:6][CH:7]=1.[Cl:15][CH2:16][C:17](OC)(OC)OC, predict the reaction product. (2) Given the reactants C([SiH2][O:6][C:7](C)(C)[C:8]1[CH:9]=[C:10]([CH:13]=[CH:14][C:15]=1[Cl:16])[CH:11]=O)(C)(C)C.C([O-])(=O)C.[NH4+].[N+:24]([CH3:27])([O-:26])=[O:25].N1C=CN=C1.[CH3:33][C:34]([Si:37](Cl)([CH3:39])[CH3:38])([CH3:36])[CH3:35].[NH4+].[Cl-], predict the reaction product. The product is: [C:34]([Si:37]([O:6][CH2:7][C:8]1[CH:9]=[C:10]([CH:11]=[CH:27][N+:24]([O-:26])=[O:25])[CH:13]=[CH:14][C:15]=1[Cl:16])([CH3:39])[CH3:38])([CH3:36])([CH3:35])[CH3:33]. (3) Given the reactants [OH:1][C:2]1[N:7]2[N:8]=[CH:9][C:10]([C:11]([OH:13])=O)=[C:6]2[N:5]=[C:4]([C:14]2[CH:19]=[CH:18][CH:17]=[CH:16][N:15]=2)[CH:3]=1.Cl.[NH2:21][C@@H:22]([C:27]1[CH:32]=[CH:31][C:30]([O:33][C:34]([F:37])([F:36])[F:35])=[C:29]([F:38])[CH:28]=1)[C:23]([CH3:26])([OH:25])[CH3:24].O.ON1C2C=CC=CC=2N=N1.Cl.CN(C)CCCN=C=NCC, predict the reaction product. The product is: [F:38][C:29]1[CH:28]=[C:27]([C@H:22]([NH:21][C:11]([C:10]2[CH:9]=[N:8][N:7]3[C:2]([OH:1])=[CH:3][C:4]([C:14]4[CH:19]=[CH:18][CH:17]=[CH:16][N:15]=4)=[N:5][C:6]=23)=[O:13])[C:23]([OH:25])([CH3:26])[CH3:24])[CH:32]=[CH:31][C:30]=1[O:33][C:34]([F:37])([F:36])[F:35]. (4) Given the reactants [CH3:1][S:2]([N:5](S(C)(=O)=O)[C:6]1[C:25]([CH:26]2[CH2:28][CH2:27]2)=[CH:24][C:9]2[C:10]([C:20]([O:22]C)=[O:21])=[C:11]([C:13]3[CH:18]=[CH:17][C:16]([F:19])=[CH:15][CH:14]=3)[O:12][C:8]=2[CH:7]=1)(=[O:4])=[O:3].[OH-].[K+], predict the reaction product. The product is: [CH:26]1([C:25]2[C:6]([NH:5][S:2]([CH3:1])(=[O:4])=[O:3])=[CH:7][C:8]3[O:12][C:11]([C:13]4[CH:18]=[CH:17][C:16]([F:19])=[CH:15][CH:14]=4)=[C:10]([C:20]([OH:22])=[O:21])[C:9]=3[CH:24]=2)[CH2:27][CH2:28]1. (5) Given the reactants CO[C:3]([C:5]1[NH:6][N:7]=[C:8]([O:10][CH2:11][C:12]2[C:13]([CH2:18][CH2:19][CH2:20][CH3:21])=[N:14][O:15][C:16]=2[CH3:17])[CH:9]=1)=[O:4].[F:22][C:23]([F:27])([F:26])[CH2:24][NH2:25], predict the reaction product. The product is: [F:22][C:23]([F:27])([F:26])[CH2:24][NH:25][C:3]([C:5]1[NH:6][N:7]=[C:8]([O:10][CH2:11][C:12]2[C:13]([CH2:18][CH2:19][CH2:20][CH3:21])=[N:14][O:15][C:16]=2[CH3:17])[CH:9]=1)=[O:4]. (6) Given the reactants [CH2:1]([N:3]([CH:7]1[CH2:12][CH2:11][N:10]([C:13]2[CH:18]=[CH:17][C:16]([CH:19]=O)=[CH:15][CH:14]=2)[CH2:9][CH2:8]1)[C:4](=[O:6])[CH3:5])[CH3:2].OS([O-])=O.[Na+].CC1C=CC(S(O)(=O)=O)=CC=1.[NH2:37][C:38]1[CH:46]=[C:45]([O:47][CH3:48])[CH:44]=[C:43]([O:49][CH3:50])[C:39]=1[C:40]([NH2:42])=[O:41], predict the reaction product. The product is: [CH3:50][O:49][C:43]1[CH:44]=[C:45]([O:47][CH3:48])[CH:46]=[C:38]2[C:39]=1[C:40](=[O:41])[NH:42][C:19]([C:16]1[CH:15]=[CH:14][C:13]([N:10]3[CH2:9][CH2:8][CH:7]([N:3]([CH2:1][CH3:2])[C:4](=[O:6])[CH3:5])[CH2:12][CH2:11]3)=[CH:18][CH:17]=1)=[N:37]2.